This data is from Reaction yield outcomes from USPTO patents with 853,638 reactions. The task is: Predict the reaction yield, written as a fraction of the theoretical maximum amount of product (1.0 means a 100% yield; for example, 0.34 means a 34% yield). (1) The yield is 0.820. The reactants are [CH3:1][O:2][CH2:3][CH2:4][O:5][CH2:6][CH2:7][O:8][CH2:9][CH2:10][S:11][C:12]1[S:13][C:14](=[C:28]2[S:35][C:31]3=[CH:32][NH:33][CH:34]=[C:30]3[S:29]2)[S:15][C:16]=1[S:17][CH2:18][CH2:19][O:20][CH2:21][CH2:22][O:23][CH2:24][CH2:25][O:26][CH3:27].N#N.[H-].[Na+].[CH3:40]I. The product is [CH3:1][O:2][CH2:3][CH2:4][O:5][CH2:6][CH2:7][O:8][CH2:9][CH2:10][S:11][C:12]1[S:13][C:14](=[C:28]2[S:29][C:30]3=[CH:34][N:33]([CH3:40])[CH:32]=[C:31]3[S:35]2)[S:15][C:16]=1[S:17][CH2:18][CH2:19][O:20][CH2:21][CH2:22][O:23][CH2:24][CH2:25][O:26][CH3:27]. The catalyst is CN(C=O)C. (2) The yield is 0.960. The reactants are [CH2:1]([O:8][CH2:9][C:10]([CH3:14])([CH3:13])[CH2:11]O)[C:2]1[CH:7]=[CH:6][CH:5]=[CH:4][CH:3]=1.N1C=CN=C1.C1(P(C2C=CC=CC=2)C2C=CC=CC=2)C=CC=CC=1.[I:39]I. The catalyst is O1CCCC1. The product is [I:39][CH2:11][C:10]([CH3:14])([CH3:13])[CH2:9][O:8][CH2:1][C:2]1[CH:7]=[CH:6][CH:5]=[CH:4][CH:3]=1.